Task: Predict the product of the given reaction.. Dataset: Forward reaction prediction with 1.9M reactions from USPTO patents (1976-2016) (1) Given the reactants [F:1][C:2]([F:23])([F:22])[C:3]1[CH:17]=[C:16]([C:18]([F:21])([F:20])[F:19])[CH:15]=[CH:14][C:4]=1[CH2:5][N:6]1[CH2:11][CH2:10][CH:9]([CH:12]=O)[CH2:8][CH2:7]1.[CH2:24]([N:26]([CH2:36][CH3:37])[CH2:27][CH2:28][NH:29][C:30]1[CH2:34][S:33][C:32](=[O:35])[N:31]=1)[CH3:25].CC(C)([O-])C.[K+], predict the reaction product. The product is: [F:23][C:2]([F:1])([F:22])[C:3]1[CH:17]=[C:16]([C:18]([F:20])([F:21])[F:19])[CH:15]=[CH:14][C:4]=1[CH2:5][N:6]1[CH2:7][CH2:8][CH:9](/[CH:12]=[C:34]2/[C:30]([NH:29][CH2:28][CH2:27][N:26]([CH2:36][CH3:37])[CH2:24][CH3:25])=[N:31][C:32](=[O:35])[S:33]/2)[CH2:10][CH2:11]1. (2) Given the reactants [Si:1]([O:18][CH2:19][CH2:20][CH2:21][CH:22]([C:30]1[CH:37]=[CH:36][C:33]([C:34]#[N:35])=[CH:32][CH:31]=1)[N:23]1[C:27]([CH:28]=[O:29])=[CH:26][N:25]=[CH:24]1)([C:14]([CH3:17])([CH3:16])[CH3:15])([C:8]1[CH:13]=[CH:12][CH:11]=[CH:10][CH:9]=1)[C:2]1[CH:7]=[CH:6][CH:5]=[CH:4][CH:3]=1.Cl.[Cl:39][C:40]1[CH:41]=[C:42]([N:46]2[CH2:51][CH2:50][NH:49][CH2:48][C:47]2=[O:52])[CH:43]=[CH:44][CH:45]=1.C(O[BH-](OC(=O)C)OC(=O)C)(=O)C.[Na+].C(=O)(O)[O-].[Na+], predict the reaction product. The product is: [Si:1]([O:18][CH2:19][CH2:20][CH2:21][CH:22]([C:30]1[CH:31]=[CH:32][C:33]([C:34]#[N:35])=[CH:36][CH:37]=1)[N:23]1[C:27]([C:28]([N:49]2[CH2:50][CH2:51][N:46]([C:42]3[CH:43]=[CH:44][CH:45]=[C:40]([Cl:39])[CH:41]=3)[C:47](=[O:52])[CH2:48]2)=[O:29])=[CH:26][N:25]=[CH:24]1)([C:14]([CH3:17])([CH3:15])[CH3:16])([C:2]1[CH:7]=[CH:6][CH:5]=[CH:4][CH:3]=1)[C:8]1[CH:9]=[CH:10][CH:11]=[CH:12][CH:13]=1. (3) Given the reactants C([O:3][C:4](=[O:40])[CH2:5][O:6][C:7]1[CH:12]=[CH:11][C:10]([S:13][C:14]2[CH:19]=[C:18]([O:20][CH2:21][CH2:22][CH2:23][N:24]3[CH2:29][CH2:28][O:27][CH2:26][CH2:25]3)[CH:17]=[C:16]([C:30]#[C:31][C:32]3[CH:37]=[CH:36][C:35]([Cl:38])=[CH:34][CH:33]=3)[CH:15]=2)=[CH:9][C:8]=1[Cl:39])C.[OH-].[Na+].Cl, predict the reaction product. The product is: [Cl:39][C:8]1[CH:9]=[C:10]([S:13][C:14]2[CH:19]=[C:18]([O:20][CH2:21][CH2:22][CH2:23][N:24]3[CH2:29][CH2:28][O:27][CH2:26][CH2:25]3)[CH:17]=[C:16]([C:30]#[C:31][C:32]3[CH:33]=[CH:34][C:35]([Cl:38])=[CH:36][CH:37]=3)[CH:15]=2)[CH:11]=[CH:12][C:7]=1[O:6][CH2:5][C:4]([OH:40])=[O:3]. (4) Given the reactants [Cl:1][C:2]1[CH:7]=[C:6]([Cl:8])[CH:5]=[CH:4][C:3]=1[C:9]1[N:10]=[C:11]([CH2:28][CH3:29])[C:12]([NH:17][C@@H:18]2[C:26]3[C:21](=[CH:22][CH:23]=[CH:24][CH:25]=3)[CH2:20][C@@H:19]2O)=[N:13][C:14]=1[CH2:15][CH3:16].Br[C:31]1N=C(CC)C(N[C@@H]2C3C(=CC=CC=3)C[C@H]2CC)=N[C:36]=1CC, predict the reaction product. The product is: [Cl:1][C:2]1[CH:7]=[C:6]([Cl:8])[CH:5]=[CH:4][C:3]=1[C:9]1[N:10]=[C:11]([CH2:28][CH3:29])[C:12]([NH:17][C@@H:18]2[C:26]3[C:21](=[CH:22][CH:23]=[CH:24][CH:25]=3)[CH2:20][C@H:19]2[CH2:31][CH3:36])=[N:13][C:14]=1[CH2:15][CH3:16]. (5) Given the reactants [CH2:1]([C:8]12[CH2:27][CH:26]([C:28]#[N:29])[C:25](=[O:30])[CH:24]([CH3:31])[CH:9]1[CH2:10][CH2:11][C:12]1[C:16]2=[N:15][N:14]([CH3:17])[C:13]=1[C:18]1[CH:23]=[CH:22][CH:21]=[CH:20][CH:19]=1)[C:2]1[CH:7]=[CH:6][CH:5]=[CH:4][CH:3]=1.BrN1C(C)(C)C(=O)N(Br)C1=O.N1C=CC=CC=1, predict the reaction product. The product is: [CH2:1]([C:8]12[CH:27]=[C:26]([C:28]#[N:29])[C:25](=[O:30])[CH:24]([CH3:31])[CH:9]1[CH2:10][CH2:11][C:12]1[C:16]2=[N:15][N:14]([CH3:17])[C:13]=1[C:18]1[CH:19]=[CH:20][CH:21]=[CH:22][CH:23]=1)[C:2]1[CH:7]=[CH:6][CH:5]=[CH:4][CH:3]=1.